From a dataset of NCI-60 drug combinations with 297,098 pairs across 59 cell lines. Regression. Given two drug SMILES strings and cell line genomic features, predict the synergy score measuring deviation from expected non-interaction effect. (1) Drug 1: C(=O)(N)NO. Drug 2: C1CN(CCN1C(=O)CCBr)C(=O)CCBr. Cell line: MOLT-4. Synergy scores: CSS=65.6, Synergy_ZIP=0.272, Synergy_Bliss=2.03, Synergy_Loewe=-0.772, Synergy_HSA=4.21. (2) Drug 1: COC1=CC(=CC(=C1O)OC)C2C3C(COC3=O)C(C4=CC5=C(C=C24)OCO5)OC6C(C(C7C(O6)COC(O7)C8=CC=CS8)O)O. Drug 2: CCN(CC)CCCC(C)NC1=C2C=C(C=CC2=NC3=C1C=CC(=C3)Cl)OC. Cell line: 786-0. Synergy scores: CSS=42.5, Synergy_ZIP=0.758, Synergy_Bliss=0.251, Synergy_Loewe=0.954, Synergy_HSA=4.16. (3) Drug 1: CC1=C(C(CCC1)(C)C)C=CC(=CC=CC(=CC(=O)O)C)C. Drug 2: CN(CCCl)CCCl.Cl. Cell line: RPMI-8226. Synergy scores: CSS=50.1, Synergy_ZIP=-0.775, Synergy_Bliss=-0.726, Synergy_Loewe=1.47, Synergy_HSA=5.49. (4) Cell line: HCC-2998. Drug 2: CN(CCCl)CCCl.Cl. Synergy scores: CSS=37.0, Synergy_ZIP=-3.60, Synergy_Bliss=0.231, Synergy_Loewe=-13.6, Synergy_HSA=2.45. Drug 1: C1C(C(OC1N2C=NC3=C(N=C(N=C32)Cl)N)CO)O. (5) Drug 1: CC1=CC=C(C=C1)C2=CC(=NN2C3=CC=C(C=C3)S(=O)(=O)N)C(F)(F)F. Drug 2: C1=CN(C=N1)CC(O)(P(=O)(O)O)P(=O)(O)O. Cell line: SK-MEL-28. Synergy scores: CSS=0.0610, Synergy_ZIP=-0.845, Synergy_Bliss=-2.08, Synergy_Loewe=-2.73, Synergy_HSA=-2.73.